The task is: Predict the reaction yield, written as a fraction of the theoretical maximum amount of product (1.0 means a 100% yield; for example, 0.34 means a 34% yield).. This data is from Reaction yield outcomes from USPTO patents with 853,638 reactions. (1) The reactants are Br[C:2]1[CH:26]=[CH:25][C:5]([CH2:6][O:7][CH2:8][C@@H:9]2[CH2:11][C@@H:10]2[CH:12]2[CH2:17][CH2:16][N:15]([C:18]([O:20][C:21]([CH3:24])([CH3:23])[CH3:22])=[O:19])[CH2:14][CH2:13]2)=[CH:4][C:3]=1[F:27].C([Li])CCC.CCCCCC.[CH3:39][S:40]SC. The catalyst is C(OCC)C. The product is [F:27][C:3]1[CH:4]=[C:5]([CH:25]=[CH:26][C:2]=1[S:40][CH3:39])[CH2:6][O:7][CH2:8][C@@H:9]1[CH2:11][C@@H:10]1[CH:12]1[CH2:17][CH2:16][N:15]([C:18]([O:20][C:21]([CH3:24])([CH3:23])[CH3:22])=[O:19])[CH2:14][CH2:13]1. The yield is 1.00. (2) The reactants are [CH3:1][O:2][C:3]1[CH:12]=[C:11]2[C:6]([C:7]([CH3:15])([CH3:14])[CH2:8][CH2:9][C:10]2=O)=[CH:5][C:4]=1[CH3:16].[CH3:17][CH2:18][Mg+].[Br-]. No catalyst specified. The product is [CH2:17]([C:10]1[C:11]2[C:6](=[CH:5][C:4]([CH3:16])=[C:3]([O:2][CH3:1])[CH:12]=2)[C:7]([CH3:15])([CH3:14])[CH2:8][CH:9]=1)[CH3:18]. The yield is 0.630. (3) The reactants are [CH2:1]=[C:2]([C:10]([O:13]S(F)(=O)=O)([F:12])[F:11])[C:3]([C:6]([F:9])([F:8])[F:7])([F:5])[F:4].[F-:18].[K+].[F:20][C:21]([F:29])([F:28])[C:22]([C:24]([F:27])([F:26])[F:25])=O.COCCOCCOC. The catalyst is O. The product is [CH2:1]=[C:2]([C:10]([O:13][C:22]([C:24]([F:27])([F:26])[F:25])([C:21]([F:29])([F:28])[F:20])[F:18])([F:12])[F:11])[C:3]([C:6]([F:9])([F:8])[F:7])([F:5])[F:4]. The yield is 0.620. (4) The reactants are [CH3:1][C:2]1[CH:3]=[C:4]([NH:9][C:10](=[O:13])[CH2:11][CH3:12])[CH:5]=[CH:6][C:7]=1[CH3:8].[CH:14]1[CH:19]=[C:18]2[C:20]([C:22](O)([OH:25])[C:23](=[O:24])[C:17]2=[CH:16][CH:15]=1)=[O:21]. The catalyst is S(=O)(=O)(O)O. The product is [OH:25][C:22]1([C:5]2[CH:6]=[C:7]([CH3:8])[C:2]([CH3:1])=[CH:3][C:4]=2[NH:9][C:10](=[O:13])[CH2:11][CH3:12])[C:23](=[O:24])[C:17]2[C:18](=[CH:19][CH:14]=[CH:15][CH:16]=2)[C:20]1=[O:21]. The yield is 0.450. (5) The reactants are [N:1]([CH2:4][CH2:5][CH2:6][C:7]1([C:20]2[CH:25]=[CH:24][CH:23]=[CH:22][CH:21]=2)[NH:11][N:10]=[C:9]([C:12]2[CH:17]=[C:16]([F:18])[CH:15]=[CH:14][C:13]=2[F:19])[S:8]1)=[N+:2]=[N-:3].[C:26]([N:34]=[C:35]=[S:36])(=[O:33])[C:27]1[CH:32]=[CH:31][CH:30]=[CH:29][CH:28]=1. The catalyst is C1COCC1. The product is [N:1]([CH2:4][CH2:5][CH2:6][C:7]1([C:20]2[CH:25]=[CH:24][CH:23]=[CH:22][CH:21]=2)[N:11]([C:35]([NH:34][C:26](=[O:33])[C:27]2[CH:28]=[CH:29][CH:30]=[CH:31][CH:32]=2)=[S:36])[N:10]=[C:9]([C:12]2[CH:17]=[C:16]([F:18])[CH:15]=[CH:14][C:13]=2[F:19])[S:8]1)=[N+:2]=[N-:3]. The yield is 0.540. (6) The reactants are [OH:1][C:2]1[CH:7]=[C:6]([C:8](=[O:10])[CH3:9])[CH:5]=[CH:4][C:3]=1[C:11]1[CH:16]=[CH:15][C:14]([C:17](=[O:19])[CH3:18])=[CH:13][C:12]=1[OH:20].[C:38]1(P([C:34]2[CH:39]=[CH:38][CH:37]=CC=2)[C:38]2[CH:37]=CC=[CH:34][CH:39]=2)[CH:37]=CC=[CH:34][CH:39]=1.[CH3:40]C(OC(/N=N/C(OC(C)C)=O)=O)C. The catalyst is C(Cl)Cl.C1(C)C=CC=CC=1.C1COCC1. The product is [CH:4]1[C:3]2[C:11]3[CH:16]=[CH:15][C:14]([C:17](=[O:19])[CH3:18])=[CH:13][C:12]=3[O:20][CH2:40][C:38]3([CH2:34][CH2:39]3)[CH2:37][O:1][C:2]=2[CH:7]=[C:6]([C:8](=[O:10])[CH3:9])[CH:5]=1. The yield is 0.370.